Dataset: Reaction yield outcomes from USPTO patents with 853,638 reactions. Task: Predict the reaction yield, written as a fraction of the theoretical maximum amount of product (1.0 means a 100% yield; for example, 0.34 means a 34% yield). (1) The reactants are [C:1]([C:4]1[C:14]([OH:15])=[CH:13][C:12]2[CH:11]3[CH2:16][CH:7]([CH2:8][N:9]([C:17](=[O:22])[C:18]([F:21])([F:20])[F:19])[CH2:10]3)[C:6]=2[CH:5]=1)(=O)[CH3:2].Cl.[NH2:24][OH:25].CC([O-])=O.[Na+]. The catalyst is CO.O. The product is [F:20][C:18]([F:21])([F:19])[C:17]([N:9]1[CH2:10][CH:11]2[CH2:16][CH:7]([C:6]3[CH:5]=[C:4]([C:1](=[N:24][OH:25])[CH3:2])[C:14]([OH:15])=[CH:13][C:12]=32)[CH2:8]1)=[O:22]. The yield is 0.930. (2) The reactants are Cl[C:2]1[C:11]2[C:6](=[CH:7][C:8]([CH3:12])=[CH:9][CH:10]=2)[N:5]=[C:4]([C:13]2[CH:18]=[CH:17][CH:16]=[CH:15][C:14]=2[OH:19])[N:3]=1.[NH:20]1[CH2:25][CH2:24][CH:23]([NH:26][C:27](=[O:33])[O:28][C:29]([CH3:32])([CH3:31])[CH3:30])[CH2:22][CH2:21]1.C(N(CC)CC)C. The catalyst is C(Cl)Cl. The product is [OH:19][C:14]1[CH:15]=[CH:16][CH:17]=[CH:18][C:13]=1[C:4]1[N:3]=[C:2]([N:20]2[CH2:21][CH2:22][CH:23]([NH:26][C:27](=[O:33])[O:28][C:29]([CH3:31])([CH3:30])[CH3:32])[CH2:24][CH2:25]2)[C:11]2[C:6](=[CH:7][C:8]([CH3:12])=[CH:9][CH:10]=2)[N:5]=1. The yield is 1.00.